From a dataset of Catalyst prediction with 721,799 reactions and 888 catalyst types from USPTO. Predict which catalyst facilitates the given reaction. (1) Reactant: CC1(C)C2C=CC=C(P(C3C=CC=CC=3)C3C=CC=CC=3)C=2OC2C1=CC=CC=2P(C1C=CC=CC=1)C1C=CC=CC=1.[NH2:43][C:44]1[CH:54]=[CH:53][CH:52]=[C:51]([O:55][CH3:56])[C:45]=1[C:46]([NH:48][O:49][CH3:50])=[O:47].[CH3:57][N:58]1[CH:62]=[C:61]([NH:63][C:64]2[CH:69]=[C:68](I)[C:67]([C:71]([F:74])([F:73])[F:72])=[CH:66][N:65]=2)[C:60]([CH3:75])=[N:59]1.C(=O)([O-])[O-].[Cs+].[Cs+]. Product: [CH3:57][N:58]1[CH:62]=[C:61]([NH:63][C:64]2[CH:69]=[C:68]([NH:43][C:44]3[CH:54]=[CH:53][CH:52]=[C:51]([O:55][CH3:56])[C:45]=3[C:46]([NH:48][O:49][CH3:50])=[O:47])[C:67]([C:71]([F:73])([F:72])[F:74])=[CH:66][N:65]=2)[C:60]([CH3:75])=[N:59]1. The catalyst class is: 584. (2) Reactant: [C:1]([NH:4][C:5]1[CH:10]=[CH:9][C:8]([C:11]2[C:16]([C:17]#[N:18])=[C:15]([NH2:19])[N:14]=[C:13]([S:20][CH2:21][C:22]3[N:27]=[C:26]([CH2:28][CH2:29][C:30]([O:32]C)=[O:31])[CH:25]=[CH:24][CH:23]=3)[N:12]=2)=[CH:7][CH:6]=1)(=[O:3])[CH3:2].C(#N)C.O.[OH-].[Li+].C(O)(=O)CC(CC(O)=O)(C(O)=O)O. Product: [C:1]([NH:4][C:5]1[CH:10]=[CH:9][C:8]([C:11]2[C:16]([C:17]#[N:18])=[C:15]([NH2:19])[N:14]=[C:13]([S:20][CH2:21][C:22]3[N:27]=[C:26]([CH2:28][CH2:29][C:30]([OH:32])=[O:31])[CH:25]=[CH:24][CH:23]=3)[N:12]=2)=[CH:7][CH:6]=1)(=[O:3])[CH3:2]. The catalyst class is: 6.